This data is from Catalyst prediction with 721,799 reactions and 888 catalyst types from USPTO. The task is: Predict which catalyst facilitates the given reaction. (1) Reactant: [Cl:1][C:2]1[N:7]=[CH:6][C:5]([CH2:8][NH:9][C:10]2[N:15]=[C:14]([NH:16][C:17]3[CH:22]=[CH:21][C:20]([F:23])=[C:19]([C:24]([F:27])([F:26])[F:25])[CH:18]=3)[N:13]=[C:12]([NH:28][NH2:29])[N:11]=2)=[CH:4][CH:3]=1.[F:30][C:31]([F:42])([F:41])[O:32][C:33]1[CH:40]=[CH:39][C:36]([CH:37]=O)=[CH:35][CH:34]=1. Product: [Cl:1][C:2]1[N:7]=[CH:6][C:5]([CH2:8][NH:9][C:10]2[N:15]=[C:14]([NH:16][C:17]3[CH:22]=[CH:21][C:20]([F:23])=[C:19]([C:24]([F:25])([F:27])[F:26])[CH:18]=3)[N:13]=[C:12]([NH:28][N:29]=[CH:37][C:36]3[CH:39]=[CH:40][C:33]([O:32][C:31]([F:30])([F:41])[F:42])=[CH:34][CH:35]=3)[N:11]=2)=[CH:4][CH:3]=1. The catalyst class is: 8. (2) Reactant: [NH2:1][CH2:2][CH2:3][CH2:4][C@H:5]([NH:9][C:10]([C:12]1[S:13][C:14]([CH:17]([C:25]2[CH:30]=[CH:29][CH:28]=[C:27]([Cl:31])[CH:26]=2)[C:18]2[CH:23]=[CH:22][CH:21]=[C:20]([Cl:24])[CH:19]=2)=[CH:15][CH:16]=1)=[O:11])[C:6]([OH:8])=[O:7].[C:32]([OH:38])([C:34]([F:37])([F:36])[F:35])=[O:33].C(O)C.Cl.[C:43](=[NH:46])(O)[CH3:44]. Product: [Cl:31][C:27]1[CH:26]=[C:25]([CH:17]([C:18]2[CH:23]=[CH:22][CH:21]=[C:20]([Cl:24])[CH:19]=2)[C:14]2[S:13][C:12]([C:10]([NH:9][C@@H:5]([CH2:4][CH2:3][CH2:2][NH:1][C:43](=[NH:46])[CH3:44])[C:6]([OH:8])=[O:7])=[O:11])=[CH:16][CH:15]=2)[CH:30]=[CH:29][CH:28]=1.[C:32]([OH:38])([C:34]([F:37])([F:36])[F:35])=[O:33]. The catalyst class is: 424. (3) Reactant: [Cl:1][C:2]1[C:7]([O:8][CH3:9])=[CH:6][C:5]([O:10][CH3:11])=[C:4]([Cl:12])[C:3]=1[C:13]1[C:24](=[O:25])[NH:23][C:16]2[N:17]=[C:18]([S:21][CH3:22])[N:19]=[CH:20][C:15]=2[CH:14]=1.C(=O)([O-])[O-].[K+].[K+].I[CH2:33][CH2:34][C:35]1[CH:40]=[CH:39][C:38]([NH:41][C:42](=[O:48])[O:43][C:44]([CH3:47])([CH3:46])[CH3:45])=[CH:37][CH:36]=1. Product: [Cl:1][C:2]1[C:7]([O:8][CH3:9])=[CH:6][C:5]([O:10][CH3:11])=[C:4]([Cl:12])[C:3]=1[C:13]1[C:24](=[O:25])[N:23]([CH2:33][CH2:34][C:35]2[CH:36]=[CH:37][C:38]([NH:41][C:42](=[O:48])[O:43][C:44]([CH3:47])([CH3:46])[CH3:45])=[CH:39][CH:40]=2)[C:16]2[N:17]=[C:18]([S:21][CH3:22])[N:19]=[CH:20][C:15]=2[CH:14]=1. The catalyst class is: 21. (4) Reactant: [NH2:1][CH2:2][C:3]1([OH:8])[CH2:7][CH2:6][CH2:5][CH2:4]1.C(N(CC)CC)C.Cl[C:17]1[C:26]2[C:21](=[CH:22][CH:23]=[CH:24][CH:25]=2)[N:20]=[CH:19][C:18]=1[N+:27]([O-:29])=[O:28]. Product: [N+:27]([C:18]1[CH:19]=[N:20][C:21]2[C:26]([C:17]=1[NH:1][CH2:2][C:3]1([OH:8])[CH2:7][CH2:6][CH2:5][CH2:4]1)=[CH:25][CH:24]=[CH:23][CH:22]=2)([O-:29])=[O:28]. The catalyst class is: 46. (5) Reactant: Cl.Cl[CH2:3][C:4]1[N:13]=[C:12]([N:14]([C:16]2[CH:21]=[CH:20][C:19]([O:22][CH3:23])=[CH:18][CH:17]=2)[CH3:15])[C:11]2[C:6](=[CH:7][CH:8]=[CH:9][CH:10]=2)[N:5]=1.C([O-])([O-])=O.[K+].[K+].[C:30]1(=[O:40])[NH:34][C:33](=[O:35])[C:32]2=[CH:36][CH:37]=[CH:38][CH:39]=[C:31]12.[K]. The catalyst class is: 31. Product: [CH3:23][O:22][C:19]1[CH:20]=[CH:21][C:16]([N:14]([CH3:15])[C:12]2[C:11]3[C:6](=[CH:7][CH:8]=[CH:9][CH:10]=3)[N:5]=[C:4]([CH2:3][N:34]3[C:30](=[O:40])[C:31]4[C:32](=[CH:36][CH:37]=[CH:38][CH:39]=4)[C:33]3=[O:35])[N:13]=2)=[CH:17][CH:18]=1. (6) Reactant: [Cl:1][C:2]1[CH:3]=[CH:4][C:5]2[N:11]3[CH:12]=[CH:13][CH:14]=[C:10]3[CH:9]([CH2:15][C:16](OC)=[O:17])[O:8][CH:7]([C:20]3[C:25]([F:26])=[CH:24][CH:23]=[C:22]([O:27][CH3:28])[C:21]=3[O:29][CH3:30])[C:6]=2[CH:31]=1.[H-].[Al+3].[Li+].[H-].[H-].[H-].[OH-].[Na+]. Product: [Cl:1][C:2]1[CH:3]=[CH:4][C:5]2[N:11]3[CH:12]=[CH:13][CH:14]=[C:10]3[C@@H:9]([CH2:15][CH2:16][OH:17])[O:8][C@H:7]([C:20]3[C:25]([F:26])=[CH:24][CH:23]=[C:22]([O:27][CH3:28])[C:21]=3[O:29][CH3:30])[C:6]=2[CH:31]=1. The catalyst class is: 7. (7) Reactant: [F:1][C:2]1[CH:7]=[CH:6][C:5]([C:8]2[CH:13]=[CH:12][C:11]([C:14]([O:16][CH3:17])=[O:15])=[CH:10][C:9]=2[OH:18])=[CH:4][CH:3]=1.C(=O)([O-])[O-].[Cs+].[Cs+].[CH3:25][O:26][CH2:27][CH2:28]Br. Product: [F:1][C:2]1[CH:3]=[CH:4][C:5]([C:8]2[CH:13]=[CH:12][C:11]([C:14]([O:16][CH3:17])=[O:15])=[CH:10][C:9]=2[O:18][CH2:28][CH2:27][O:26][CH3:25])=[CH:6][CH:7]=1. The catalyst class is: 3. (8) Reactant: C(OC([NH:11][CH:12]([CH:23]([CH3:25])[CH3:24])[C:13](=[O:22])[C:14]([CH3:21])([CH3:20])[C:15](OCC)=[O:16])=O)C1C=CC=CC=1. Product: [CH:23]([CH:12]1[NH:11][C:15](=[O:16])[C:14]([CH3:21])([CH3:20])[C:13]1=[O:22])([CH3:25])[CH3:24]. The catalyst class is: 129.